Dataset: Forward reaction prediction with 1.9M reactions from USPTO patents (1976-2016). Task: Predict the product of the given reaction. (1) Given the reactants [N:1]1([S:10]([C:13]2[CH:21]=[CH:20][C:16]([C:17](Cl)=[O:18])=[CH:15][CH:14]=2)(=[O:12])=[O:11])[C:9]2[C:4](=[CH:5][CH:6]=[CH:7][CH:8]=2)[CH2:3][CH2:2]1.[NH2:22][C:23]1[CH:28]=[CH:27][C:26]([Br:29])=[CH:25][C:24]=1[C:30]1[NH:34][C:33](=[O:35])[O:32][N:31]=1, predict the reaction product. The product is: [Br:29][C:26]1[CH:27]=[CH:28][C:23]([NH:22][C:17](=[O:18])[C:16]2[CH:20]=[CH:21][C:13]([S:10]([N:1]3[C:9]4[C:4](=[CH:5][CH:6]=[CH:7][CH:8]=4)[CH2:3][CH2:2]3)(=[O:12])=[O:11])=[CH:14][CH:15]=2)=[C:24]([C:30]2[NH:34][C:33](=[O:35])[O:32][N:31]=2)[CH:25]=1. (2) Given the reactants [CH3:1][CH:2]([CH3:20])[CH2:3][CH:4]([N:8]1[C:16]2[C:11](=[CH:12][C:13]([CH3:17])=[CH:14][CH:15]=2)[C:10](=[O:18])[C:9]1=[O:19])[C:5]([OH:7])=O.[CH3:21][N:22]1[CH:26]=[CH:25][C:24]([NH2:27])=[N:23]1.C(N(CC)C(C)C)(C)C.F[P-](F)(F)(F)(F)F.N1(O[P+](N(C)C)(N(C)C)N(C)C)C2C=CC=CC=2N=N1, predict the reaction product. The product is: [CH3:21][N:22]1[CH:26]=[CH:25][C:24]([NH:27][C:5](=[O:7])[CH:4]([N:8]2[C:16]3[C:11](=[CH:12][C:13]([CH3:17])=[CH:14][CH:15]=3)[C:10](=[O:18])[C:9]2=[O:19])[CH2:3][CH:2]([CH3:1])[CH3:20])=[N:23]1. (3) Given the reactants [CH2:1]([C:3]([CH:12]([CH3:30])[C:13](=[O:29])[C:14]1[CH:28]=[CH:27][C:17]2[N:18]=[C:19]([C:21]3[CH:26]=[CH:25][CH:24]=[CH:23][CH:22]=3)[O:20][C:16]=2[CH:15]=1)([C:8]([O:10]C)=[O:9])[C:4]([O:6]C)=[O:5])[CH3:2].[OH-].[Li+], predict the reaction product. The product is: [CH2:1]([C:3]([CH:12]([CH3:30])[C:13](=[O:29])[C:14]1[CH:28]=[CH:27][C:17]2[N:18]=[C:19]([C:21]3[CH:22]=[CH:23][CH:24]=[CH:25][CH:26]=3)[O:20][C:16]=2[CH:15]=1)([C:4]([OH:6])=[O:5])[C:8]([OH:10])=[O:9])[CH3:2]. (4) Given the reactants [CH2:1]([Si:9]([O:14]C)([O:12]C)[O:10]C)[CH2:2][CH2:3][CH2:4][CH2:5][CH2:6][CH:7]=[CH2:8], predict the reaction product. The product is: [CH2:1]([Si:9]([OH:14])([OH:10])[OH:12])[CH2:2][CH2:3][CH2:4][CH2:5][CH2:6][CH:7]=[CH2:8]. (5) Given the reactants [CH2:1]([O:4][C:5](=[O:16])[NH:6][C:7]1[C:12]([CH3:13])=[CH:11][C:10]([NH2:14])=[CH:9][C:8]=1[CH3:15])[CH2:2][CH3:3].[Cl:17][C:18]1[S:22][C:21]([CH:23]=O)=[CH:20][CH:19]=1.C([BH3-])#N.[Na+].O.[Cl-].[Na+].O, predict the reaction product. The product is: [CH2:1]([O:4][C:5](=[O:16])[NH:6][C:7]1[C:8]([CH3:15])=[CH:9][C:10]([NH:14][CH2:23][C:21]2[S:22][C:18]([Cl:17])=[CH:19][CH:20]=2)=[CH:11][C:12]=1[CH3:13])[CH2:2][CH3:3]. (6) The product is: [Br:11][C:6]1[C:5]([C:3]2([OH:4])[NH:18][C:19]3[C:24]([N+:25]([O-:27])=[O:26])=[CH:23][CH:22]=[CH:21][C:20]=3[O:28][CH2:2]2)=[CH:10][CH:9]=[CH:8][N:7]=1. Given the reactants Br[CH2:2][C:3]([C:5]1[C:6]([Br:11])=[N:7][CH:8]=[CH:9][CH:10]=1)=[O:4].C(=O)([O-])[O-].[K+].[K+].[NH2:18][C:19]1[C:24]([N+:25]([O-:27])=[O:26])=[CH:23][CH:22]=[CH:21][C:20]=1[OH:28], predict the reaction product.